This data is from Full USPTO retrosynthesis dataset with 1.9M reactions from patents (1976-2016). The task is: Predict the reactants needed to synthesize the given product. (1) Given the product [Cl:29][C:30]1[CH:31]=[CH:32][C:33]([C:39]([F:40])([F:41])[F:42])=[C:34]([C:2]2[C:7]([C:8]#[N:9])=[CH:6][N:5]([CH:10]([CH3:27])[C:11]([NH:13][C:14]3[CH:26]=[CH:25][C:17]([C:18]([O:20][C:21]([CH3:24])([CH3:23])[CH3:22])=[O:19])=[CH:16][CH:15]=3)=[O:12])[C:4](=[O:28])[CH:3]=2)[CH:35]=1, predict the reactants needed to synthesize it. The reactants are: Br[C:2]1[C:7]([C:8]#[N:9])=[CH:6][N:5]([CH:10]([CH3:27])[C:11]([NH:13][C:14]2[CH:26]=[CH:25][C:17]([C:18]([O:20][C:21]([CH3:24])([CH3:23])[CH3:22])=[O:19])=[CH:16][CH:15]=2)=[O:12])[C:4](=[O:28])[CH:3]=1.[Cl:29][C:30]1[CH:31]=[CH:32][C:33]([C:39]([F:42])([F:41])[F:40])=[C:34](B(O)O)[CH:35]=1. (2) Given the product [CH3:1]/[C:2](/[CH2:35][CH2:36][CH2:37][CH3:38])=[CH:3]/[C:4]([O:6][C@@H:7]1[CH2:12][C@@H:11]([CH2:13][CH2:14][CH2:15][CH2:16][CH3:17])[O:10][C@@:9]([OH:33])([C@@H:18]2[CH2:22][S:21][C:20](=[O:23])[NH:19]2)[CH2:8]1)=[O:5], predict the reactants needed to synthesize it. The reactants are: [CH3:1]/[C:2](/[CH2:35][CH2:36][CH2:37][CH3:38])=[CH:3]/[C:4]([O:6][C@@H:7]1[CH2:12][C@@H:11]([CH2:13][CH2:14][CH2:15][CH2:16][CH3:17])[O:10][C@@:9]([O:33]C)([C@@H:18]2[CH2:22][S:21][C:20](=[O:23])[N:19]2CC2C=CC(OC)=CC=2)[CH2:8]1)=[O:5].CO[C@]1([C@@H]2CSC(=O)N2CC2C=CC(OC)=CC=2)C[C@H]2C[C@@H](CCCC=CCCC(C)=CC(=O)O2)O1.